This data is from Experimentally validated miRNA-target interactions with 360,000+ pairs, plus equal number of negative samples. The task is: Binary Classification. Given a miRNA mature sequence and a target amino acid sequence, predict their likelihood of interaction. (1) The miRNA is hsa-miR-6735-3p with sequence AGGCCUGUGGCUCCUCCCUCAG. The protein sequence of the target gene is MSAADEVDGLGVARPHYGSVLDNERLTAEEMDERRRQNVAYEYLCHLEEAKRWMEACLGEDLPPTTELEEGLRNGVYLAKLGNFFSPKVVSLKKIYDREQTRYKATGLHFRHTDNVIQWLNAMDEIGLPKIFYPETTDIYDRKNMPRCIYCIHALSLYLFKLGLAPQIQDLYGKVDFTEEEINNMKTELEKYGIQMPAFSKIGGILANELSVDEAALHAAVIAINEAIDRRIPADTFAALKNPNAMLVNLEEPLASTYQDILYQAKQDKMTNAKNRTENSERERDVYEELLTQAEIQGNI.... Result: 0 (no interaction). (2) The miRNA is hsa-miR-4782-3p with sequence UGAUUGUCUUCAUAUCUAGAAC. The protein sequence of the target gene is MNKLRQSFRRKKDVYVPEASRPHQWQTDEEGVRTGKCSFPVKYLGHVEVDESRGMHICEDAVKRLKAERKFFKGFFGKTGKKAVKAVLWVSADGLRVVDEKTKDLIVDQTIEKVSFCAPDRNFDRAFSYICRDGTTRRWICHCFMAVKDTGERLSHAVGCAFAACLERKQKREKECGVTATFDASRTTFTREGSFRVTTATEQAEREEIMKQMQDAKKAETDKIVVGSSVAPGNTAPSPSSPTSPTSDATTSLEMNNPHAIPRRHAPIEQLARQGSFRGFPALSQKMSPFKRQLSLRINE.... Result: 0 (no interaction).